Task: Predict the reaction yield, written as a fraction of the theoretical maximum amount of product (1.0 means a 100% yield; for example, 0.34 means a 34% yield).. Dataset: Reaction yield outcomes from USPTO patents with 853,638 reactions The reactants are [CH3:1][O:2][C:3]([NH:5][C@H:6]([C:10]([N:12]1[CH:16]([C:17]([O:19]CC)=[O:18])[CH2:15][C:14]2([CH2:26][CH2:25][O:24][CH2:23][CH2:22]2)[CH2:13]1)=[O:11])[CH:7]([CH3:9])[CH3:8])=[O:4].O.[OH-].[Li+].Cl. The catalyst is C1COCC1.O.CO. The product is [CH3:1][O:2][C:3]([NH:5][C@H:6]([C:10]([N:12]1[CH:16]([C:17]([OH:19])=[O:18])[CH2:15][C:14]2([CH2:26][CH2:25][O:24][CH2:23][CH2:22]2)[CH2:13]1)=[O:11])[CH:7]([CH3:9])[CH3:8])=[O:4]. The yield is 0.740.